From a dataset of Reaction yield outcomes from USPTO patents with 853,638 reactions. Predict the reaction yield, written as a fraction of the theoretical maximum amount of product (1.0 means a 100% yield; for example, 0.34 means a 34% yield). (1) The catalyst is O.C1COCC1. The reactants are [CH3:1][O:2][C:3]1[C:8]2[O:9][CH2:10][CH2:11][O:12][C:7]=2[C:6](B(O)O)=[CH:5][CH:4]=1.[OH-:16].[Na+].OO. The yield is 1.00. The product is [CH3:1][O:2][C:3]1[C:8]2[O:9][CH2:10][CH2:11][O:12][C:7]=2[C:6]([OH:16])=[CH:5][CH:4]=1. (2) The reactants are [NH2:1][C@H:2]([C:4]([OH:6])=[O:5])[CH3:3].[CH3:7][C:8]1[CH:13]=[C:12]([CH3:14])[CH:11]=[CH:10][C:9]=1[S:15]([OH:18])(=[O:17])=[O:16]. The catalyst is C(O)C. The product is [CH3:7][C:8]1[CH:13]=[C:12]([CH3:14])[CH:11]=[CH:10][C:9]=1[S:15]([OH:18])(=[O:17])=[O:16].[CH2:7]([O:5][C:4](=[O:6])[C@H:2]([CH3:3])[NH2:1])[CH3:8]. The yield is 0.584. (3) The reactants are [OH:1][C:2]1[CH:3]=[C:4]([CH:24]=[CH:25][CH:26]=1)[CH2:5][N:6]1[CH2:10][CH2:9][N:8]([C@@H:11]([C:19]([CH3:22])([CH3:21])[CH3:20])[C:12]([O:14]C(C)(C)C)=[O:13])[C:7]1=[O:23].FC(F)(F)C(O)=O. The catalyst is ClCCl. The product is [OH:1][C:2]1[CH:3]=[C:4]([CH:24]=[CH:25][CH:26]=1)[CH2:5][N:6]1[CH2:10][CH2:9][N:8]([C@@H:11]([C:19]([CH3:20])([CH3:21])[CH3:22])[C:12]([OH:14])=[O:13])[C:7]1=[O:23]. The yield is 1.00. (4) The reactants are [H-].[Na+].[C:3]1([SH:9])[CH:8]=[CH:7][CH:6]=[CH:5][CH:4]=1.Cl[C:11]1[CH:16]=[CH:15][C:14]([N+:17]([O-:19])=[O:18])=[C:13]([O:20][CH3:21])[CH:12]=1.O. The catalyst is CN(C)C=O. The product is [CH3:21][O:20][C:13]1[CH:12]=[C:11]([S:9][C:3]2[CH:8]=[CH:7][CH:6]=[CH:5][CH:4]=2)[CH:16]=[CH:15][C:14]=1[N+:17]([O-:19])=[O:18]. The yield is 0.890.